The task is: Predict the reaction yield, written as a fraction of the theoretical maximum amount of product (1.0 means a 100% yield; for example, 0.34 means a 34% yield).. This data is from Reaction yield outcomes from USPTO patents with 853,638 reactions. (1) The reactants are C(C1C=C(NC2N=C(NC3C=CC=C(C(O)=O)C=3)C(F)=CN=2)C=CC=1)(O)=O.C[O:29][C:30]([C:32]1[CH:37]=[CH:36][C:35]([NH:38][C:39]2[N:44]=[C:43]([NH:45][C:46]3[CH:51]=[CH:50][C:49]([C:52]([O:54]C)=[O:53])=[CH:48][CH:47]=3)[C:42]([F:56])=[CH:41][N:40]=2)=[CH:34][CH:33]=1)=[O:31].[OH-].[Na+]. No catalyst specified. The product is [C:30]([C:32]1[CH:37]=[CH:36][C:35]([NH:38][C:39]2[N:44]=[C:43]([NH:45][C:46]3[CH:51]=[CH:50][C:49]([C:52]([OH:54])=[O:53])=[CH:48][CH:47]=3)[C:42]([F:56])=[CH:41][N:40]=2)=[CH:34][CH:33]=1)([OH:31])=[O:29]. The yield is 0.590. (2) The reactants are [Cl:1][C:2]1[CH:7]=[CH:6][C:5]([CH2:8][C:9](N)=[O:10])=[CH:4][C:3]=1[N+:12]([O-:14])=[O:13].[CH3:15][OH:16]. No catalyst specified. The product is [CH3:15][O:16][C:9](=[O:10])[CH2:8][C:5]1[CH:6]=[CH:7][C:2]([Cl:1])=[C:3]([N+:12]([O-:14])=[O:13])[CH:4]=1. The yield is 0.890. (3) The reactants are [NH2:1][C:2]1[C:3]([C:8]([O:10][CH3:11])=[O:9])=[N:4][CH:5]=[CH:6][N:7]=1.[Br:12]N1C(=O)CCC1=O. The catalyst is CC#N. The product is [NH2:1][C:2]1[C:3]([C:8]([O:10][CH3:11])=[O:9])=[N:4][C:5]([Br:12])=[CH:6][N:7]=1. The yield is 0.920. (4) The reactants are [C:1]([O:5][C:6]([NH:8][CH2:9][CH:10]([S:17]([OH:20])(=[O:19])=[O:18])[CH2:11][C:12]([O:14]CC)=[O:13])=[O:7])([CH3:4])([CH3:3])[CH3:2].O.[OH-].[Li+]. The catalyst is C1COCC1.O. The product is [C:1]([O:5][C:6]([NH:8][CH2:9][CH:10]([S:17]([OH:20])(=[O:18])=[O:19])[CH2:11][C:12]([OH:14])=[O:13])=[O:7])([CH3:4])([CH3:2])[CH3:3]. The yield is 0.900. (5) The product is [F:24][C@@H:25]1[CH2:29][CH2:28][N:27]([C:4]2[CH:5]=[C:6]([N:10]3[CH2:11][CH2:12][O:13][CH2:14][CH2:15]3)[CH:7]=[C:8]([CH3:9])[C:3]=2[C:1]#[N:2])[CH2:26]1. The yield is 0.500. The reactants are [C:1]([C:3]1[C:8]([CH3:9])=[CH:7][C:6]([N:10]2[CH2:15][CH2:14][O:13][CH2:12][CH2:11]2)=[CH:5][C:4]=1OS(C(F)(F)F)(=O)=O)#[N:2].[F:24][C@@H:25]1[CH2:29][CH2:28][NH:27][CH2:26]1.C(=O)([O-])[O-].[Cs+].[Cs+]. The catalyst is O1CCCC1.C([O-])(=O)C.[Pd+2].C([O-])(=O)C.C1(P(C2C=CC=CC=2)C2C=CC3C(=CC=CC=3)C=2C2C3C(=CC=CC=3)C=CC=2P(C2C=CC=CC=2)C2C=CC=CC=2)C=CC=CC=1.